From a dataset of Full USPTO retrosynthesis dataset with 1.9M reactions from patents (1976-2016). Predict the reactants needed to synthesize the given product. (1) Given the product [Br:20][C:21]1[CH:22]=[C:23]([NH:24][C:15](=[O:17])[CH2:14][C:9]2[NH:10][C:11](=[O:13])[CH:12]=[C:7]([N:1]3[CH2:2][CH2:3][O:4][CH2:5][CH2:6]3)[N:8]=2)[CH:25]=[CH:26][C:27]=1[F:28], predict the reactants needed to synthesize it. The reactants are: [N:1]1([C:7]2[N:8]=[C:9]([CH2:14][C:15]([O-:17])=O)[NH:10][C:11](=[O:13])[CH:12]=2)[CH2:6][CH2:5][O:4][CH2:3][CH2:2]1.[Na+].O.[Br:20][C:21]1[CH:22]=[C:23]([CH:25]=[CH:26][C:27]=1[F:28])[NH2:24]. (2) Given the product [NH2:1][C:2]1[CH:7]=[C:6]([CH2:8][OH:9])[N:5]=[C:4]([C:10]([O:12][CH3:13])=[O:11])[C:3]=1[Cl:14], predict the reactants needed to synthesize it. The reactants are: [NH2:1][C:2]1[CH:7]=[C:6]([CH:8]=[O:9])[N:5]=[C:4]([C:10]([O:12][CH3:13])=[O:11])[C:3]=1[Cl:14].[BH4-].[Na+].CO.Cl. (3) Given the product [CH3:9][C:8]1[NH:7][C:6]([C:10]2[CH:15]=[CH:14][CH:13]=[CH:12][C:11]=2[NH:16][CH2:17][CH2:18][CH:19]2[CH2:20][CH2:21][NH:22][CH2:23][CH2:24]2)=[CH:5][C:4]=1[C:1]([NH2:2])=[O:3], predict the reactants needed to synthesize it. The reactants are: [C:1]([C:4]1[CH:5]=[C:6]([C:10]2[CH:15]=[CH:14][CH:13]=[CH:12][C:11]=2[NH:16][CH2:17][CH2:18][CH:19]2[CH2:24][CH2:23][N:22](C(OC(C)(C)C)=O)[CH2:21][CH2:20]2)[NH:7][C:8]=1[CH3:9])(=[O:3])[NH2:2].C(C1C=C(C2C=CC=CC=2NCC2CCN(C(OC(C)(C)C)=O)C2)NC=1C)(=O)N.Cl. (4) Given the product [CH2:1]([P:8]([CH2:11][CH:12]([CH2:18][C:19]1[CH:20]=[N:21][C:22]([NH:25][C:26]([O:28][C:29]([CH3:32])([CH3:31])[CH3:30])=[O:27])=[CH:23][CH:24]=1)[C:13]([OH:15])=[O:14])([OH:10])=[O:9])[C:2]1[CH:7]=[CH:6][CH:5]=[CH:4][CH:3]=1, predict the reactants needed to synthesize it. The reactants are: [CH2:1]([P:8]([CH2:11][CH:12]([CH2:18][C:19]1[CH:20]=[N:21][C:22]([NH:25][C:26]([O:28][C:29]([CH3:32])([CH3:31])[CH3:30])=[O:27])=[CH:23][CH:24]=1)[C:13]([O:15]CC)=[O:14])(=[O:10])[OH:9])[C:2]1[CH:7]=[CH:6][CH:5]=[CH:4][CH:3]=1.[Li+].[OH-]. (5) Given the product [ClH:41].[CH3:1][N:2]1[C:11]2[CH2:5][CH2:6][CH2:7][NH:8][CH2:9][C:10]=2[C:4]2[CH:19]=[CH:20][C:21]([N:23]3[CH:28]=[CH:27][C:26]([C:29]4[CH:30]=[N:31][C:32]([C:35]([F:36])([F:37])[F:38])=[CH:33][CH:34]=4)=[CH:25][C:24]3=[O:39])=[N:22][C:3]1=2, predict the reactants needed to synthesize it. The reactants are: [CH3:1][N:2]1[C:11]2[CH2:10][CH2:9][NH:8][CH:7](C(OC(C)(C)C)=O)[CH2:6][C:5]=2[C:4]2[CH:19]=[CH:20][C:21]([N:23]3[CH:28]=[CH:27][C:26]([C:29]4[CH:30]=[N:31][C:32]([C:35]([F:38])([F:37])[F:36])=[CH:33][CH:34]=4)=[CH:25][C:24]3=[O:39])=[N:22][C:3]1=2.C(Cl)[Cl:41]. (6) Given the product [CH2:1]([C:3]1[N:8]=[C:7]([C:9]2[CH:14]=[CH:13][CH:12]=[CH:11][CH:10]=2)[C:6]([O:15][CH2:16][O:17][CH3:18])=[C:5]([CH:4]=1)[CH:35]=[O:36])[CH3:2], predict the reactants needed to synthesize it. The reactants are: [CH2:1]([C:3]1[N:8]=[C:7]([C:9]2[CH:14]=[CH:13][CH:12]=[CH:11][CH:10]=2)[C:6]([O:15][CH2:16][O:17][CH3:18])=[CH:5][CH:4]=1)[CH3:2].CN(CCN(C)C)C.[Li]CCCC.CN([CH:35]=[O:36])C.[Cl-].[NH4+]. (7) The reactants are: [Br:1][C:2]1[C:3]([N:15]2[CH2:20][CH2:19][CH:18]([C:21]([F:24])([F:23])[F:22])[CH2:17][CH2:16]2)=[C:4]([CH:10]([OH:14])[C:11]([O-:13])=[O:12])[C:5]([CH3:9])=[N:6][C:7]=1[CH3:8]. Given the product [Br:1][C:2]1[C:3]([N:15]2[CH2:20][CH2:19][CH:18]([C:21]([F:24])([F:22])[F:23])[CH2:17][CH2:16]2)=[C:4]([C@H:10]([O:14][C:4]([CH3:10])([CH3:5])[CH3:3])[C:11]([O:13][CH:7]([CH3:8])[CH3:2])=[O:12])[C:5]([CH3:9])=[N:6][C:7]=1[CH3:8], predict the reactants needed to synthesize it.